This data is from Full USPTO retrosynthesis dataset with 1.9M reactions from patents (1976-2016). The task is: Predict the reactants needed to synthesize the given product. Given the product [Cl:1][C:2]1[N:12]=[CH:11][C:10]([CH2:13][N:14]2[C:18]([CH3:19])=[C:17]([C:20]3[CH:21]=[CH:22][C:23]([C:26]#[N:27])=[CH:24][CH:25]=3)[C:16]([C:28]#[N:29])=[C:15]2[C:30]2[O:31][CH:43]=[N:42][CH:41]=2)=[CH:9][C:3]=1[C:4]([O:6][CH2:7][CH3:8])=[O:5], predict the reactants needed to synthesize it. The reactants are: [Cl:1][C:2]1[N:12]=[CH:11][C:10]([CH2:13][N:14]2[C:18]([CH3:19])=[C:17]([C:20]3[CH:25]=[CH:24][C:23]([C:26]#[N:27])=[CH:22][CH:21]=3)[C:16]([C:28]#[N:29])=[C:15]2[CH:30]=[O:31])=[CH:9][C:3]=1[C:4]([O:6][CH2:7][CH3:8])=[O:5].C1(C)C(S([CH2:41][N+:42]#[C-:43])(=O)=O)=CC=CC=1.C(=O)([O-])[O-].[K+].[K+].[Cl-].[Na+].